From a dataset of Forward reaction prediction with 1.9M reactions from USPTO patents (1976-2016). Predict the product of the given reaction. (1) Given the reactants I[C:2]1[C:10]2[C:5](=[N:6][CH:7]=[N:8][C:9]=2[NH2:11])[N:4]([CH:12]([C:14]2[CH:15]=[C:16]3[N:21]([C:22]=2[C:23]2[CH:28]=[CH:27][CH:26]=[CH:25][N:24]=2)[CH:20]=[CH:19][CH:18]=[CH:17]3)[CH3:13])[N:3]=1.[N:29]1[CH:34]=[CH:33][CH:32]=[C:31](B(O)O)[CH:30]=1.CCO.C([O-])([O-])=O.[Na+].[Na+], predict the reaction product. The product is: [N:24]1[CH:25]=[CH:26][CH:27]=[CH:28][C:23]=1[C:22]1[N:21]2[C:16]([CH:17]=[CH:18][CH:19]=[CH:20]2)=[CH:15][C:14]=1[CH:12]([N:4]1[C:5]2=[N:6][CH:7]=[N:8][C:9]([NH2:11])=[C:10]2[C:2]([C:31]2[CH:30]=[N:29][CH:34]=[CH:33][CH:32]=2)=[N:3]1)[CH3:13]. (2) Given the reactants Br[C:2]1[CH:7]=[C:6]([N+:8]([O-:10])=[O:9])[CH:5]=[CH:4][C:3]=1[Cl:11].[CH2:12]([O:14][C:15]([C:17]1[CH:22]=[CH:21][C:20](B(O)O)=[CH:19][CH:18]=1)=[O:16])[CH3:13].C(=O)([O-])[O-].[Cs+].[Cs+], predict the reaction product. The product is: [CH2:12]([O:14][C:15]([C:17]1[CH:22]=[CH:21][C:20]([C:2]2[CH:7]=[C:6]([N+:8]([O-:10])=[O:9])[CH:5]=[CH:4][C:3]=2[Cl:11])=[CH:19][CH:18]=1)=[O:16])[CH3:13]. (3) Given the reactants [C:1](Cl)(=[O:8])[C:2]1[CH:7]=[CH:6][CH:5]=[CH:4][CH:3]=1.[C:10]([O-:13])([O-])=O.[Na+].[Na+].[NH2:16][CH2:17][CH2:18][NH:19][CH2:20][CH2:21][NH:22][CH2:23][CH2:24][NH:25][CH2:26][CH2:27][NH2:28], predict the reaction product. The product is: [C:1]([NH:28][CH2:27][CH2:26][NH:25][CH2:24][CH2:23][NH:22][CH2:21][CH2:20][NH:19][CH2:18][CH:17]([C:10](=[O:13])[C:2]1[CH:7]=[CH:6][CH:5]=[CH:4][CH:3]=1)[NH2:16])(=[O:8])[C:2]1[CH:7]=[CH:6][CH:5]=[CH:4][CH:3]=1. (4) Given the reactants Cl[CH2:2][C:3]([C:5]1[CH:10]=[CH:9][C:8]([Cl:11])=[CH:7][CH:6]=1)=[O:4].[C:12]([S-:14])#[N:13].[K+], predict the reaction product. The product is: [Cl:11][C:8]1[CH:9]=[CH:10][C:5]([C:3](=[O:4])[CH2:2][S:14][C:12]#[N:13])=[CH:6][CH:7]=1. (5) Given the reactants [Cl:1][C:2]1[C:11]2[C:6](=[CH:7][CH:8]=[C:9]([OH:12])[CH:10]=2)[N:5]=[C:4]([N:13]2[CH2:19][C:18]3[CH:20]=[CH:21][CH:22]=[CH:23][C:17]=3[S:16](=[O:25])(=[O:24])[CH2:15][CH2:14]2)[CH:3]=1.Br[CH2:27][CH2:28][OH:29].C(=O)([O-])[O-].[K+].[K+], predict the reaction product. The product is: [Cl:1][C:2]1[C:11]2[C:6](=[CH:7][CH:8]=[C:9]([O:12][CH2:27][CH2:28][OH:29])[CH:10]=2)[N:5]=[C:4]([N:13]2[CH2:19][C:18]3[CH:20]=[CH:21][CH:22]=[CH:23][C:17]=3[S:16](=[O:25])(=[O:24])[CH2:15][CH2:14]2)[CH:3]=1. (6) The product is: [Cl:1][C:2]1[CH:3]=[C:4]2[C:8](=[C:9]([N+:11]([O-:13])=[O:12])[CH:10]=1)[NH:7][C:6]([C:14]1[CH:15]=[CH:16][CH:17]=[CH:18][CH:19]=1)=[C:5]2[CH2:20][N:22]1[CH2:27][CH2:26][O:25][CH2:24][CH2:23]1. Given the reactants [Cl:1][C:2]1[CH:3]=[C:4]2[C:8](=[C:9]([N+:11]([O-:13])=[O:12])[CH:10]=1)[NH:7][C:6]([C:14]1[CH:19]=[CH:18][CH:17]=[CH:16][CH:15]=1)=[C:5]2[CH:20]=O.[NH:22]1[CH2:27][CH2:26][O:25][CH2:24][CH2:23]1, predict the reaction product. (7) Given the reactants [CH3:1][O:2][C:3]1[CH:4]=[C:5]([CH2:19][C:20]([OH:22])=O)[CH:6]=[CH:7][C:8]=1[NH:9][C:10]([NH:12][C:13]1[CH:18]=[CH:17][CH:16]=[CH:15][CH:14]=1)=[O:11].[CH2:23]([O:25][C:26]([C:28]1[CH:33]=[CH:32][C:31]([C:34]#[C:35][CH:36]2[CH2:40][CH2:39][CH2:38][NH:37]2)=[CH:30][CH:29]=1)=[O:27])[CH3:24].C(Cl)CCl.C1C=CC2N(O)N=NC=2C=1.Cl, predict the reaction product. The product is: [CH3:1][O:2][C:3]1[CH:4]=[C:5]([CH2:19][C:20]([N:37]2[CH2:38][CH2:39][CH2:40][CH:36]2[C:35]#[C:34][C:31]2[CH:32]=[CH:33][C:28]([C:26]([O:25][CH2:23][CH3:24])=[O:27])=[CH:29][CH:30]=2)=[O:22])[CH:6]=[CH:7][C:8]=1[NH:9][C:10]([NH:12][C:13]1[CH:14]=[CH:15][CH:16]=[CH:17][CH:18]=1)=[O:11]. (8) Given the reactants [Cl:1][C:2]1[C:7]([Cl:8])=[C:6]([F:9])[CH:5]=[CH:4][C:3]=1[N:10]1[CH2:15][CH2:14][N:13](C(OC(C)(C)C)=O)[CH2:12][CH2:11]1.Cl, predict the reaction product. The product is: [Cl:1][C:2]1[C:7]([Cl:8])=[C:6]([F:9])[CH:5]=[CH:4][C:3]=1[N:10]1[CH2:11][CH2:12][NH:13][CH2:14][CH2:15]1.